Predict the reactants needed to synthesize the given product. From a dataset of Full USPTO retrosynthesis dataset with 1.9M reactions from patents (1976-2016). (1) Given the product [C:5]([NH:13][C:14]1[CH:23]=[C:22]([O:24][CH2:25][CH2:26][CH2:27][C:28]2[CH:29]=[CH:30][CH:31]=[CH:32][CH:33]=2)[CH:21]=[CH:20][C:15]=1[C:16]([OH:18])=[O:17])(=[O:12])[C:6]1[CH:7]=[CH:8][CH:9]=[CH:10][CH:11]=1, predict the reactants needed to synthesize it. The reactants are: [OH-].[Na+].CO.[C:5]([NH:13][C:14]1[CH:23]=[C:22]([O:24][CH2:25][CH2:26][CH2:27][C:28]2[CH:33]=[CH:32][CH:31]=[CH:30][CH:29]=2)[CH:21]=[CH:20][C:15]=1[C:16]([O:18]C)=[O:17])(=[O:12])[C:6]1[CH:11]=[CH:10][CH:9]=[CH:8][CH:7]=1. (2) Given the product [ClH:27].[NH2:1][C@@H:2]1[CH2:3][CH2:4][C@H:5]([NH:8][C:9](=[O:15])[CH:17]([CH3:18])[CH3:16])[CH2:6][CH2:7]1, predict the reactants needed to synthesize it. The reactants are: [NH2:1][C@@H:2]1[CH2:7][CH2:6][C@H:5]([NH:8][C:9](=[O:15])OC(C)(C)C)[CH2:4][CH2:3]1.[C:16](OC(=O)C(C)C)(=O)[CH:17](C)[CH3:18].[ClH:27].O1CCOCC1. (3) Given the product [Br:19][C:16]1[CH:17]=[CH:18][C:13]([C:11]2[N:5]=[C:21]([C@@H:23]3[CH2:27][CH2:26][CH2:25][N:24]3[C:28]([O:30][C:31]([CH3:34])([CH3:33])[CH3:32])=[O:29])[NH:20][C:10]=2[CH2:9][C:8]([O:7][CH3:6])=[O:35])=[CH:14][CH:15]=1, predict the reactants needed to synthesize it. The reactants are: C([O-])(=O)C.[NH4+:5].[CH3:6][O:7][C:8](=[O:35])[CH2:9][CH:10]([NH:20][C:21]([C@@H:23]1[CH2:27][CH2:26][CH2:25][N:24]1[C:28]([O:30][C:31]([CH3:34])([CH3:33])[CH3:32])=[O:29])=O)[C:11]([C:13]1[CH:18]=[CH:17][C:16]([Br:19])=[CH:15][CH:14]=1)=O. (4) The reactants are: [OH:1][C:2]1[CH:7]=[C:6]([OH:8])[CH:5]=[CH:4][C:3]=1[C:9](=[O:21])[CH:10]([C:13]1[CH:18]=[CH:17][C:16]([OH:19])=[C:15]([OH:20])[CH:14]=1)[CH2:11]Br.[C:22]([O-:25])(=O)[CH3:23].[Na+]. Given the product [OH:1][C:2]1[CH:7]=[C:6]([OH:8])[CH:5]=[CH:4][C:3]=1[C:9](=[O:21])[C:10]([C:13]1[CH:18]=[CH:17][C:16]([OH:19])=[C:15]([OH:20])[CH:14]=1)=[CH2:11].[OH:8][C:6]1[CH:7]=[C:2]2[C:3]([C:9](=[O:21])[CH:10]([C:13]3[CH:18]=[CH:17][CH:16]=[CH:15][CH:14]=3)[CH:11]([C:4]3[CH:5]=[CH:23][C:22]([OH:25])=[C:2]([OH:1])[CH:3]=3)[O:1]2)=[CH:4][CH:5]=1, predict the reactants needed to synthesize it. (5) Given the product [Br:1][C:2]1[N:7]=[C:6]2[CH:8]=[C:9]([CH2:10][O:11][C@@H:12]3[CH2:16][O:15][C@@H:14]4[C@H:17]([O:20][Si:21]([C:24]([CH3:27])([CH3:26])[CH3:25])([CH3:23])[CH3:22])[CH2:18][O:19][C@H:13]34)[NH:28][C:5]2=[CH:4][C:3]=1[Cl:36], predict the reactants needed to synthesize it. The reactants are: [Br:1][C:2]1[N:7]=[C:6]([C:8]#[C:9][CH2:10][O:11][C@@H:12]2[CH2:16][O:15][C@@H:14]3[C@H:17]([O:20][Si:21]([C:24]([CH3:27])([CH3:26])[CH3:25])([CH3:23])[CH3:22])[CH2:18][O:19][C@H:13]23)[C:5]([NH:28]C(=O)OC(C)(C)C)=[CH:4][C:3]=1[Cl:36].C1CCN2C(=NCCC2)CC1. (6) Given the product [CH:19]1([CH2:22][CH2:23][NH:24][C:25]([C:27]2[N:28]=[N:29][C:30]([N:4]3[CH2:5][CH2:6][N:1]([C:7](=[S:8])[C:9]4[CH:14]=[CH:13][CH:12]=[CH:11][C:10]=4[C:15]([F:18])([F:16])[F:17])[CH2:2][CH2:3]3)=[CH:31][CH:32]=2)=[O:26])[CH2:21][CH2:20]1, predict the reactants needed to synthesize it. The reactants are: [N:1]1([C:7]([C:9]2[CH:14]=[CH:13][CH:12]=[CH:11][C:10]=2[C:15]([F:18])([F:17])[F:16])=[S:8])[CH2:6][CH2:5][NH:4][CH2:3][CH2:2]1.[CH:19]1([CH2:22][CH2:23][NH:24][C:25]([C:27]2[N:28]=[N:29][C:30](Cl)=[CH:31][CH:32]=2)=[O:26])[CH2:21][CH2:20]1.C([O-])([O-])=O.[K+].[K+]. (7) Given the product [NH:1]1[C:9]2[C:4](=[CH:5][CH:6]=[CH:7][CH:8]=2)[C:3]([CH:10]2[CH2:11][CH2:12][N:13]([C:16]3[CH2:17][CH2:18][C:19]4[N:20]([C:22]([C:25]([F:28])([F:27])[F:26])=[N:23][N:24]=4)[N:21]=3)[CH2:14][CH2:15]2)=[CH:2]1, predict the reactants needed to synthesize it. The reactants are: [NH:1]1[C:9]2[C:4](=[CH:5][CH:6]=[CH:7][CH:8]=2)[C:3]([C:10]2[CH2:15][CH2:14][N:13]([C:16]3[CH2:17][CH2:18][C:19]4[N:20]([C:22]([C:25]([F:28])([F:27])[F:26])=[N:23][N:24]=4)[N:21]=3)[CH2:12][CH:11]=2)=[CH:2]1.C([O-])=O.[NH4+]. (8) Given the product [CH2:2]1[C:35]2[C:41](=[CH:40][CH:39]=[C:37]([NH:38][C:2]3[N:7]=[C:6]([C:8]4[C:9]([C:17]5[CH:18]=[C:19]([NH:23][C:24](=[O:33])[C:25]6[CH:30]=[CH:29][CH:28]=[CH:27][CH:26]=6)[CH:20]=[CH:21][CH:22]=5)=[N:10][N:11]5[CH:16]=[CH:15][CH:14]=[CH:13][C:12]=45)[CH:5]=[CH:4][N:3]=3)[CH:36]=2)[CH2:5][CH2:4][NH:3]1, predict the reactants needed to synthesize it. The reactants are: Cl[C:2]1[N:7]=[C:6]([C:8]2[C:9]([C:17]3[CH:18]=[C:19]([NH:23][C:24](=[O:33])[C:25]4[C:30](F)=[CH:29][CH:28]=[CH:27][C:26]=4F)[CH:20]=[CH:21][CH:22]=3)=[N:10][N:11]3[CH:16]=[CH:15][CH:14]=[CH:13][C:12]=23)[CH:5]=[CH:4][N:3]=1.F[C:35]1[CH:36]=[C:37]([CH:39]=[CH:40][CH:41]=1)[NH2:38].